From a dataset of Forward reaction prediction with 1.9M reactions from USPTO patents (1976-2016). Predict the product of the given reaction. (1) Given the reactants Br[C:2]1[CH:7]=[CH:6][C:5]([C@H:8]([NH:16][C@H:17]([C:22]([NH:24]CC#N)=O)CC(C)C)[C:9]([F:15])([F:14])[C:10]([F:13])([F:12])[F:11])=[CH:4][CH:3]=1.[N:28]1[CH:33]=[CH:32][C:31](B(O)O)=[CH:30][CH:29]=1.[C:37]([O-:40])([O-])=O.[Na+].[Na+].C[N:44]([CH:46]=O)C, predict the reaction product. The product is: [C:22]([CH2:17][N:16]([C@@H:8]([C:5]1[CH:4]=[CH:3][C:2]([C:31]2[CH:32]=[CH:33][N:28]=[CH:29][CH:30]=2)=[CH:7][CH:6]=1)[C:9]([F:14])([F:15])[C:10]([F:11])([F:12])[F:13])[C:37](=[O:40])[C@H:46]([CH2:4][CH:5]([CH3:8])[CH3:6])[NH2:44])#[N:24]. (2) Given the reactants C[O:2][C:3](=[O:22])[CH:4]([C:11]1[CH:16]=[CH:15][C:14]([S:17]([CH3:20])(=[O:19])=[O:18])=[C:13]([Cl:21])[CH:12]=1)[CH2:5][CH:6]1[CH2:10][CH2:9][CH2:8][CH2:7]1.C(OC(=O)C(C1C=CC(S(C)(=O)=O)=C(Cl)C=1)CC1CCCC1)C.[OH-].[K+], predict the reaction product. The product is: [Cl:21][C:13]1[CH:12]=[C:11]([CH:4]([CH2:5][CH:6]2[CH2:10][CH2:9][CH2:8][CH2:7]2)[C:3]([OH:22])=[O:2])[CH:16]=[CH:15][C:14]=1[S:17]([CH3:20])(=[O:19])=[O:18].